This data is from HIV replication inhibition screening data with 41,000+ compounds from the AIDS Antiviral Screen. The task is: Binary Classification. Given a drug SMILES string, predict its activity (active/inactive) in a high-throughput screening assay against a specified biological target. The drug is CCCCc1c(N(C)C)c(OC(C)=O)c(-c2cn(C)c3ccccc23)oc1=O. The result is 0 (inactive).